Dataset: Rat liver microsome stability data. Task: Regression/Classification. Given a drug SMILES string, predict its absorption, distribution, metabolism, or excretion properties. Task type varies by dataset: regression for continuous measurements (e.g., permeability, clearance, half-life) or binary classification for categorical outcomes (e.g., BBB penetration, CYP inhibition). Dataset: rlm. (1) The compound is Cc1nc(-c2cc3cc(OC(C)C)cc([N+](=O)[O-])c3[nH]2)sc1C(=O)O. The result is 0 (unstable in rat liver microsomes). (2) The drug is O=C(O)C#Cc1ccc(NC(=O)CSc2nnnn2-c2ccc(C3CC3)cc2Cl)c(Cl)c1. The result is 1 (stable in rat liver microsomes). (3) The molecule is NC1(c2ccc(NC(=O)c3ccnc(-c4cc(C(=O)O)ccn4)c3)cc2)CC1. The result is 0 (unstable in rat liver microsomes). (4) The drug is COc1ccc(-c2ccc3ncc(Nc4ccc(C(N)=O)cc4)n3n2)cc1OC. The result is 0 (unstable in rat liver microsomes). (5) The drug is Nc1cc(F)ccc1NC(=O)c1ccc(CNC(=O)C=C2NC(=O)c3ccccc32)cc1. The result is 0 (unstable in rat liver microsomes).